Dataset: Full USPTO retrosynthesis dataset with 1.9M reactions from patents (1976-2016). Task: Predict the reactants needed to synthesize the given product. (1) Given the product [CH3:1][C:2]1[N:3]=[C:4]([C:7]2[C:15]3[C:14]([C:16]4[CH:17]=[C:18]([CH:19]=[CH:20][CH:21]=4)[NH2:22])=[N:13][CH:12]=[N:11][C:10]=3[N:9]([CH2:25][O:26][CH2:27][CH2:28][Si:29]([CH3:30])([CH3:32])[CH3:31])[CH:8]=2)[O:5][CH:6]=1, predict the reactants needed to synthesize it. The reactants are: [CH3:1][C:2]1[N:3]=[C:4]([C:7]2[C:15]3[C:14]([C:16]4[CH:21]=[CH:20][CH:19]=[C:18]([N+:22]([O-])=O)[CH:17]=4)=[N:13][CH:12]=[N:11][C:10]=3[N:9]([CH2:25][O:26][CH2:27][CH2:28][Si:29]([CH3:32])([CH3:31])[CH3:30])[CH:8]=2)[O:5][CH:6]=1. (2) The reactants are: [ClH:1].C(OC([N:9]1[CH2:18][CH2:17][C:16]2[C:11](=[CH:12][CH:13]=[C:14]([NH:19][S:20]([C:23]3[C:32]4[C:27](=[CH:28][CH:29]=[CH:30][CH:31]=4)[C:26]([CH3:33])=[CH:25][CH:24]=3)(=[O:22])=[O:21])[CH:15]=2)[CH2:10]1)=O)(C)(C)C. Given the product [ClH:1].[CH2:10]1[C:11]2[C:16](=[CH:15][C:14]([NH:19][S:20]([C:23]3[C:32]4[C:27](=[CH:28][CH:29]=[CH:30][CH:31]=4)[C:26]([CH3:33])=[CH:25][CH:24]=3)(=[O:22])=[O:21])=[CH:13][CH:12]=2)[CH2:17][CH2:18][NH:9]1, predict the reactants needed to synthesize it. (3) Given the product [F:34][C:31]1[CH:30]=[CH:29][C:28]([CH2:27][O:26][CH2:25][C:24]([NH:23][CH2:22][CH2:21][CH2:20][CH2:19][CH:17]2[CH2:16][N:15]([C:13]([NH:12][CH2:11][C:10]3[N:45]([CH3:44])[C:46]4[CH:16]=[CH:17][CH:19]=[CH:20][C:47]=4[N:43]=3)=[O:14])[CH2:18]2)=[O:35])=[CH:33][CH:32]=1, predict the reactants needed to synthesize it. The reactants are: N1C2C(=CC=CC=2)C([CH2:10][CH2:11][NH:12][C:13]([N:15]2[CH2:18][CH:17]([CH2:19][CH2:20][CH2:21][CH2:22][NH:23][C:24](=[O:35])[CH2:25][O:26][CH2:27][C:28]3[CH:33]=[CH:32][C:31]([F:34])=[CH:30][CH:29]=3)[CH2:16]2)=[O:14])=C1.C([N:43]1[CH:47]=[CH:46][N:45]=[CH:44]1)([N:43]1[CH:47]=[CH:46][N:45]=[CH:44]1)=S. (4) Given the product [CH2:1]([O:3][P:4]([CH2:7][C:8]1[CH:9]=[CH:10][C:11]([C:14](=[O:35])[NH:15][C:16]2[CH:21]=[C:20]([C:22]3[S:23][CH:24]=[CH:25][CH:26]=3)[CH:19]=[CH:18][C:17]=2[NH2:27])=[CH:12][CH:13]=1)([CH3:6])=[O:5])[CH3:2], predict the reactants needed to synthesize it. The reactants are: [CH2:1]([O:3][P:4]([CH2:7][C:8]1[CH:13]=[CH:12][C:11]([C:14](=[O:35])[NH:15][C:16]2[CH:21]=[C:20]([C:22]3[S:23][CH:24]=[CH:25][CH:26]=3)[CH:19]=[CH:18][C:17]=2[NH:27]C(OC(C)(C)C)=O)=[CH:10][CH:9]=1)([CH3:6])=[O:5])[CH3:2].C(O)(C(F)(F)F)=O. (5) Given the product [CH:24]1([C:20]2[O:21][C:22]([CH3:23])=[C:18]([CH2:17][CH2:16][O:15][C:12]3[CH:11]=[CH:10][C:9]([CH2:8][C:7]([CH3:42])([O:30][C:31]4[CH:36]=[CH:35][CH:34]=[C:33]([C:37]5[CH:41]=[CH:40][S:39][CH:38]=5)[CH:32]=4)[C:6]([OH:43])=[O:5])=[CH:14][CH:13]=3)[N:19]=2)[CH2:29][CH2:28][CH2:27][CH2:26][CH2:25]1, predict the reactants needed to synthesize it. The reactants are: [OH-].[Na+].C([O:5][C:6](=[O:43])[C:7]([CH3:42])([O:30][C:31]1[CH:36]=[CH:35][CH:34]=[C:33]([C:37]2[CH:41]=[CH:40][S:39][CH:38]=2)[CH:32]=1)[CH2:8][C:9]1[CH:14]=[CH:13][C:12]([O:15][CH2:16][CH2:17][C:18]2[N:19]=[C:20]([CH:24]3[CH2:29][CH2:28][CH2:27][CH2:26][CH2:25]3)[O:21][C:22]=2[CH3:23])=[CH:11][CH:10]=1)C.C(OC(=O)C(C)(OC1C=CC=CC=1)CC1C=CC(OCCC2N=C(C3CCCCC3)OC=2C)=CC=1)C. (6) Given the product [Cl:12][S:9]([NH:7][CH2:6][C:5]([O:4][CH2:2][CH3:3])=[O:8])(=[O:11])=[O:10], predict the reactants needed to synthesize it. The reactants are: Cl.[CH2:2]([O:4][C:5](=[O:8])[CH2:6][NH2:7])[CH3:3].[S:9](Cl)([Cl:12])(=[O:11])=[O:10].